From a dataset of Full USPTO retrosynthesis dataset with 1.9M reactions from patents (1976-2016). Predict the reactants needed to synthesize the given product. (1) Given the product [CH3:19][N:20]1[CH2:25][CH2:24][N:23]([CH2:26][C:27]2[CH:35]=[CH:34][C:30]([C:31]([NH:1][C:2]3[CH:7]=[CH:6][CH:5]=[C:4]([NH:8][C:9]4[CH:10]=[CH:11][CH:12]=[C:13]5[C:17]=4[NH:16][C:15](=[O:18])[CH2:14]5)[CH:3]=3)=[O:32])=[CH:29][CH:28]=2)[CH2:22][CH2:21]1, predict the reactants needed to synthesize it. The reactants are: [NH2:1][C:2]1[CH:3]=[C:4]([NH:8][C:9]2[CH:10]=[CH:11][CH:12]=[C:13]3[C:17]=2[NH:16][C:15](=[O:18])[CH2:14]3)[CH:5]=[CH:6][CH:7]=1.[CH3:19][N:20]1[CH2:25][CH2:24][N:23]([CH2:26][C:27]2[CH:35]=[CH:34][C:30]([C:31](O)=[O:32])=[CH:29][CH:28]=2)[CH2:22][CH2:21]1.C(N(CC)C(C)C)(C)C.CN(C(ON1N=NC2C=CC=NC1=2)=[N+](C)C)C.F[P-](F)(F)(F)(F)F. (2) Given the product [OH:3][CH:1]([C:4]1[CH:12]=[C:11]2[C:7]([C:8]3[C:16]([C:17]4[CH:22]=[CH:21][CH:20]=[C:19]([N:23]5[CH2:31][C:30]6[C:25](=[CH:26][C:27]([O:32][CH3:33])=[CH:28][CH:29]=6)[C:24]5=[O:34])[C:18]=4[CH3:35])=[CH:15][N:14]=[C:13]([C:36]([NH2:38])=[O:37])[C:9]=3[NH:10]2)=[CH:6][CH:5]=1)[CH3:2], predict the reactants needed to synthesize it. The reactants are: [C:1]([C:4]1[CH:12]=[C:11]2[C:7]([C:8]3[C:16]([C:17]4[CH:22]=[CH:21][CH:20]=[C:19]([N:23]5[CH2:31][C:30]6[C:25](=[CH:26][C:27]([O:32][CH3:33])=[CH:28][CH:29]=6)[C:24]5=[O:34])[C:18]=4[CH3:35])=[CH:15][N:14]=[C:13]([C:36]([NH2:38])=[O:37])[C:9]=3[NH:10]2)=[CH:6][CH:5]=1)(=[O:3])[CH3:2].[BH4-].[Na+]. (3) Given the product [Br:12][C:6]1[C:7](=[O:11])[N:8]([C:19]([C:20]2[CH:25]=[CH:24][CH:23]=[CH:22][CH:21]=2)=[O:26])[C:9](=[O:10])[NH:4][N:5]=1, predict the reactants needed to synthesize it. The reactants are: C([N:4]1[C:9](=[O:10])[NH:8][C:7](=[O:11])[C:6]([Br:12])=[N:5]1)(=O)C.N1C=CC=CC=1.[C:19](Cl)(=[O:26])[C:20]1[CH:25]=[CH:24][CH:23]=[CH:22][CH:21]=1. (4) Given the product [OH:38][C:16]([C:9]1[CH:10]=[CH:11][C:12]([O:14][CH3:15])=[CH:13][C:8]=1[O:7][CH2:6][C:43]([OH:39])=[O:44])([C:18]1[CH:23]=[CH:22][CH:21]=[C:20]([O:24][CH2:25][C:26]2[N:27]=[C:28]([C:32]3[CH:37]=[CH:36][CH:35]=[CH:34][CH:33]=3)[O:29][C:30]=2[CH3:31])[CH:19]=1)[CH3:17], predict the reactants needed to synthesize it. The reactants are: C(OC[CH2:6][O:7][C:8]1[CH:13]=[C:12]([O:14][CH3:15])[CH:11]=[CH:10][C:9]=1[C:16]([OH:38])([C:18]1[CH:23]=[CH:22][CH:21]=[C:20]([O:24][CH2:25][C:26]2[N:27]=[C:28]([C:32]3[CH:37]=[CH:36][CH:35]=[CH:34][CH:33]=3)[O:29][C:30]=2[CH3:31])[CH:19]=1)[CH3:17])(=O)C.[O:39]1[CH2:43]CCC1.[OH2:44].[OH-].[Li+].Cl. (5) Given the product [Br:24][C:4]1[C:3](=[O:15])[C:2]([CH3:16])([CH3:1])[O:6][C:5]=1[C:7]1[CH:14]=[CH:13][C:10]([C:11]#[N:12])=[CH:9][CH:8]=1, predict the reactants needed to synthesize it. The reactants are: [CH3:1][C:2]1([CH3:16])[O:6][C:5]([C:7]2[CH:14]=[CH:13][C:10]([C:11]#[N:12])=[CH:9][CH:8]=2)=[CH:4][C:3]1=[O:15].C1C(=O)N([Br:24])C(=O)C1. (6) Given the product [CH2:7]([O:14][C:15]1[C:23]2[N:22]=[C:21]([CH3:24])[N:20]([CH3:25])[C:19]=2[CH:18]=[C:17]([CH2:26][OH:27])[CH:16]=1)[C:8]1[CH:13]=[CH:12][CH:11]=[CH:10][CH:9]=1, predict the reactants needed to synthesize it. The reactants are: [H-].[Al+3].[Li+].[H-].[H-].[H-].[CH2:7]([O:14][C:15]1[C:23]2[N:22]=[C:21]([CH3:24])[N:20]([CH3:25])[C:19]=2[CH:18]=[C:17]([C:26](OC)=[O:27])[CH:16]=1)[C:8]1[CH:13]=[CH:12][CH:11]=[CH:10][CH:9]=1.[OH-].[K+].S([O-])([O-])(=O)=O.[Mg+2].